From a dataset of Full USPTO retrosynthesis dataset with 1.9M reactions from patents (1976-2016). Predict the reactants needed to synthesize the given product. (1) Given the product [F:3][C:4]([F:13])([F:12])[C:5]1[CH:6]=[C:7]([CH2:4][CH2:5][CH2:10][C:9]([OH:14])=[O:1])[CH:8]=[CH:9][CH:10]=1, predict the reactants needed to synthesize it. The reactants are: [OH-:1].[Na+].[F:3][C:4]([F:13])([F:12])[C:5]1[CH:6]=[C:7](O)[CH:8]=[CH:9][CH:10]=1.[OH2:14]. (2) Given the product [F:16][C:17]1[CH:18]=[CH:19][C:20]([CH2:21][N:22]2[CH2:26][CH2:25][N:24]([C:27]3[CH:28]=[C:29]([CH:33]=[CH:34][N:35]=3)[C:30]([NH:15][CH2:14][C:11]3[CH:10]=[C:9]([CH3:8])[O:13][N:12]=3)=[O:31])[C:23]2=[O:36])=[CH:37][CH:38]=1, predict the reactants needed to synthesize it. The reactants are: O1C=C(CN)N=C1.[CH3:8][C:9]1[O:13][N:12]=[C:11]([CH2:14][NH2:15])[CH:10]=1.[F:16][C:17]1[CH:38]=[CH:37][C:20]([CH2:21][N:22]2[CH2:26][CH2:25][N:24]([C:27]3[CH:28]=[C:29]([CH:33]=[CH:34][N:35]=3)[C:30](O)=[O:31])[C:23]2=[O:36])=[CH:19][CH:18]=1.